Dataset: Retrosynthesis with 50K atom-mapped reactions and 10 reaction types from USPTO. Task: Predict the reactants needed to synthesize the given product. (1) Given the product CNc1cc(C#N)ccn1, predict the reactants needed to synthesize it. The reactants are: CN.N#Cc1ccnc(Cl)c1. (2) Given the product CS(=O)(=O)c1cc(C(=O)O)c(Cl)cc1Cl, predict the reactants needed to synthesize it. The reactants are: CI.O=C(O)c1cc(S(=O)O)c(Cl)cc1Cl. (3) Given the product COC(=O)c1cccc2c1nc(C(=O)Nc1ccc(C(=O)N3CCCC3)cc1F)n2CC(=O)Nc1ccc(Cl)cn1, predict the reactants needed to synthesize it. The reactants are: COC(=O)c1cccc2[nH]c(C(=O)Nc3ccc(C(=O)N4CCCC4)cc3F)nc12.O=C(CBr)Nc1ccc(Cl)cn1.